From a dataset of Peptide-MHC class II binding affinity with 134,281 pairs from IEDB. Regression. Given a peptide amino acid sequence and an MHC pseudo amino acid sequence, predict their binding affinity value. This is MHC class II binding data. (1) The peptide sequence is FIFGEARSLYLNTEL. The MHC is DRB1_0301 with pseudo-sequence DRB1_0301. The binding affinity (normalized) is 0.792. (2) The peptide sequence is MSGHALAARTLLAAA. The MHC is HLA-DQA10501-DQB10301 with pseudo-sequence HLA-DQA10501-DQB10301. The binding affinity (normalized) is 0.809. (3) The peptide sequence is FLLMIVLQINMLVLT. The MHC is DRB1_0101 with pseudo-sequence DRB1_0101. The binding affinity (normalized) is 0.373. (4) The peptide sequence is YPEDPVKLASIVKAS. The MHC is HLA-DQA10102-DQB10501 with pseudo-sequence HLA-DQA10102-DQB10501. The binding affinity (normalized) is 0.585. (5) The peptide sequence is KRWIKMSILNTAGSG. The MHC is DRB3_0202 with pseudo-sequence DRB3_0202. The binding affinity (normalized) is 0.381. (6) The peptide sequence is YDVPDYASLRSLVAS. The MHC is DRB1_0901 with pseudo-sequence DRB1_0901. The binding affinity (normalized) is 0.522. (7) The peptide sequence is PANDKFTVFEAAFNN. The MHC is HLA-DPA10103-DPB10401 with pseudo-sequence HLA-DPA10103-DPB10401. The binding affinity (normalized) is 0.362. (8) The peptide sequence is SYKICTDKMFFVKNP. The MHC is HLA-DQA10601-DQB10402 with pseudo-sequence HLA-DQA10601-DQB10402. The binding affinity (normalized) is 0.266.